Task: Predict which catalyst facilitates the given reaction.. Dataset: Catalyst prediction with 721,799 reactions and 888 catalyst types from USPTO (1) Reactant: I[C:2]1[C:10]2[C:5](=[CH:6][CH:7]=[CH:8][C:9]=2[N+:11]([O-:13])=[O:12])[N:4]([CH2:14][C:15]2[CH:20]=[CH:19][CH:18]=[C:17]([CH3:21])[N:16]=2)[N:3]=1.[B-](F)(F)(F)[CH:23]=[CH2:24].[K+].C(O)(C)C.C(N(CC)CC)C. Product: [CH3:21][C:17]1[N:16]=[C:15]([CH2:14][N:4]2[C:5]3[C:10](=[C:9]([N+:11]([O-:13])=[O:12])[CH:8]=[CH:7][CH:6]=3)[C:2]([CH:23]=[CH2:24])=[N:3]2)[CH:20]=[CH:19][CH:18]=1. The catalyst class is: 7. (2) The catalyst class is: 109. Product: [Br:7][C:5]1[CH:6]=[C:2]([C:13]2[CH:18]=[CH:17][CH:16]=[CH:15][N:14]=2)[S:3][CH:4]=1. Reactant: Br[C:2]1[S:3][CH:4]=[C:5]([Br:7])[CH:6]=1.C([Sn](CCCC)(CCCC)[C:13]1[CH:18]=[CH:17][CH:16]=[CH:15][N:14]=1)CCC. (3) The catalyst class is: 1. Reactant: CC([O:5][C:6]([NH:8][CH:9]([NH:18][CH2:19][C:20]1[CH:25]=[CH:24][CH:23]=[CH:22][C:21]=1[O:26][CH2:27][CH2:28][CH3:29])[NH:10][C:11](=[O:17])[O:12][C:13]([CH3:16])([CH3:15])[CH3:14])=O)(C)C.[CH2:30]([NH:33][CH2:34][CH2:35][CH2:36][CH2:37][CH2:38][CH2:39][CH2:40][CH2:41][NH:42][C:43](=[O:52])[O:44][CH2:45][C:46]1[CH:51]=[CH:50][CH:49]=[CH:48][CH:47]=1)[CH:31]=[CH2:32].CCN(CC)CC. Product: [CH3:14][C:13]([O:12][C:11]([N:10]=[C:9]([NH:8][C:6]([N:33]([CH2:30][CH:31]=[CH2:32])[CH2:34][CH2:35][CH2:36][CH2:37][CH2:38][CH2:39][CH2:40][CH2:41][NH:42][C:43](=[O:52])[O:44][CH2:45][C:46]1[CH:47]=[CH:48][CH:49]=[CH:50][CH:51]=1)=[O:5])[NH:18][CH2:19][C:20]1[CH:25]=[CH:24][CH:23]=[CH:22][C:21]=1[O:26][CH2:27][CH:28]=[CH2:29])=[O:17])([CH3:15])[CH3:16]. (4) Reactant: Cl.[OH:2][NH2:3].CC([O-])=O.[Na+].[C:9]1([CH2:15][C:16]([C:18]2[CH:23]=[CH:22][CH:21]=[CH:20][CH:19]=2)=O)[CH:14]=[CH:13][CH:12]=[CH:11][CH:10]=1. Product: [C:9]1([CH2:15][C:16](=[N:3][OH:2])[C:18]2[CH:23]=[CH:22][CH:21]=[CH:20][CH:19]=2)[CH:14]=[CH:13][CH:12]=[CH:11][CH:10]=1. The catalyst class is: 14. (5) Reactant: CCCC[N+](CCCC)(CCCC)CCCC.[F-].[C:19]([C:23]1[CH:24]=[C:25]([NH:45][C:46]([NH:48][C@@H:49]2[C:58]3[C:53](=[CH:54][CH:55]=[CH:56][CH:57]=3)[C@H:52]([O:59][C:60]3[CH:61]=[CH:62][C:63]4[N:64]([C:66]([CH:69]([CH3:71])[CH3:70])=[N:67][N:68]=4)[CH:65]=3)[CH2:51][CH2:50]2)=[O:47])[N:26]([C:28]2[CH:33]=[CH:32][CH:31]=[C:30]([O:34][Si](C(C)C)(C(C)C)C(C)C)[CH:29]=2)[N:27]=1)([CH3:22])([CH3:21])[CH3:20]. Product: [C:19]([C:23]1[CH:24]=[C:25]([NH:45][C:46]([NH:48][C@@H:49]2[C:58]3[C:53](=[CH:54][CH:55]=[CH:56][CH:57]=3)[C@H:52]([O:59][C:60]3[CH:61]=[CH:62][C:63]4[N:64]([C:66]([CH:69]([CH3:71])[CH3:70])=[N:67][N:68]=4)[CH:65]=3)[CH2:51][CH2:50]2)=[O:47])[N:26]([C:28]2[CH:33]=[CH:32][CH:31]=[C:30]([OH:34])[CH:29]=2)[N:27]=1)([CH3:22])([CH3:21])[CH3:20]. The catalyst class is: 1. (6) Reactant: [C:1]([C:3]1[CH:8]=[CH:7][CH:6]=[C:5]([F:9])[CH:4]=1)#[CH:2].[Li]CCCC.[Cl:15][C:16]1[N:27]=[CH:26][CH:25]=[CH:24][C:17]=1[C:18](N(OC)C)=[O:19]. Product: [Cl:15][C:16]1[C:17]([C:18](=[O:19])[C:2]#[C:1][C:3]2[CH:8]=[CH:7][CH:6]=[C:5]([F:9])[CH:4]=2)=[CH:24][CH:25]=[CH:26][N:27]=1. The catalyst class is: 20.